From a dataset of Experimentally validated miRNA-target interactions with 360,000+ pairs, plus equal number of negative samples. Binary Classification. Given a miRNA mature sequence and a target amino acid sequence, predict their likelihood of interaction. The miRNA is hsa-miR-744-3p with sequence CUGUUGCCACUAACCUCAACCU. The protein sequence of the target gene is MKLANWCWLSSTVLATYGFLVVANNETEEIKDEAAQNACRVRLESRGRCEEEGECPYQVNLPPLTIQLPKQFSRIEEVFKEVQNLKEIVNSLKKTCQDCKLQADDSRDPGRNGLLLPGTGAPGETGDNRVRELEGEVNKLSSDLKNAKEEIDVLQGRLEKLNLVNMNNIEQYVDSKVANLTFVVNSLDGKCSSKCPRQEQIQSLPVQQHLIYKDCSEYYTIGKRSSELYRVTPEPRNSSFEVFCDMETMAGGWTVLQARVDGSTNFTRTWQDYKVGFGNLRREFWLGNDKIHLLTKSKDM.... Result: 0 (no interaction).